Dataset: Forward reaction prediction with 1.9M reactions from USPTO patents (1976-2016). Task: Predict the product of the given reaction. (1) Given the reactants [C:1]1([Si:7]([C:10]2[CH:15]=[CH:14][CH:13]=[CH:12][CH:11]=2)([OH:9])[OH:8])[CH:6]=[CH:5][CH:4]=[CH:3][CH:2]=1.[C:16]1([Si:22]([O:27][CH3:28])([O:25][CH3:26])OC)[CH:21]=[CH:20][CH:19]=[CH:18][CH:17]=1, predict the reaction product. The product is: [CH3:28][O:27][Si:22]([O:25][CH3:26])([C:16]1[CH:17]=[CH:18][CH:19]=[CH:20][CH:21]=1)[O:8][Si:7]([C:10]1[CH:15]=[CH:14][CH:13]=[CH:12][CH:11]=1)([C:1]1[CH:2]=[CH:3][CH:4]=[CH:5][CH:6]=1)[O:9][Si:22]([O:25][CH3:26])([O:27][CH3:28])[C:16]1[CH:21]=[CH:20][CH:19]=[CH:18][CH:17]=1. (2) The product is: [OH:31][CH2:32][CH:33]1[CH2:38][CH2:37][CH2:36][N:35]([C:39]2[CH:46]=[CH:45][CH:44]=[CH:43][C:40]=2[CH2:41][C:49]([O:48][CH3:52])=[O:12])[CH2:34]1. Given the reactants CC(SC(S(C)=O)C)S(C)=O.[OH-:12].C([N+](C)(C)C)C1C=CC=CC=1.[Si]([O:31][CH2:32][CH:33]1[CH2:38][CH2:37][CH2:36][N:35]([C:39]2[CH:46]=[CH:45][CH:44]=[CH:43][C:40]=2[CH:41]=O)[CH2:34]1)(C(C)(C)C)(C)C.Cl.[O:48]1[CH2:52]CC[CH2:49]1, predict the reaction product. (3) The product is: [Cl:1][C:2]1[C:3]([C:32]2[S:31][C:30]([C:26]3([O:25][CH2:24][O:23][CH3:22])[CH2:27][CH2:28][CH2:29]3)=[N:34][CH:33]=2)=[C:4]2[CH:10]=[CH:9][N:8]([S:11]([C:14]3[CH:20]=[CH:19][C:17]([CH3:18])=[CH:16][CH:15]=3)(=[O:13])=[O:12])[C:5]2=[N:6][CH:7]=1. Given the reactants [Cl:1][C:2]1[C:3](I)=[C:4]2[CH:10]=[CH:9][N:8]([S:11]([C:14]3[CH:20]=[CH:19][C:17]([CH3:18])=[CH:16][CH:15]=3)(=[O:13])=[O:12])[C:5]2=[N:6][CH:7]=1.[CH3:22][O:23][CH2:24][O:25][C:26]1([C:30]2[S:31][C:32]([Sn](CCCC)(CCCC)CCCC)=[CH:33][N:34]=2)[CH2:29][CH2:28][CH2:27]1, predict the reaction product. (4) Given the reactants [CH3:1][O:2][C:3]1[CH:4]=[C:5]2[C:9](=[CH:10][CH:11]=1)[NH:8][C:7]([CH3:12])=[CH:6]2.[H-].[Na+].Br.BrC[C:18]1[CH:19]=[N:20][CH:21]=[CH:22][CH:23]=1.[CH3:24]N(C)C=O, predict the reaction product. The product is: [CH3:1][O:2][C:3]1[CH:4]=[C:5]2[C:9](=[CH:10][CH:11]=1)[N:8]([CH2:24][C:19]1[CH:18]=[CH:23][CH:22]=[CH:21][N:20]=1)[C:7]([CH3:12])=[CH:6]2.